From a dataset of Catalyst prediction with 721,799 reactions and 888 catalyst types from USPTO. Predict which catalyst facilitates the given reaction. (1) Reactant: [N+](C1C=CC(C([O:10][CH2:11][CH2:12][CH2:13][CH2:14][C@@H:15]([O:21][N+:22]([O-:24])=[O:23])[CH2:16][O:17][N+:18]([O-:20])=[O:19])=O)=CC=1)([O-])=O.C(O)C.C1COCC1.[OH-].[Na+]. Product: [N+:18]([O-:20])([O:17][CH2:16][C@H:15]([O:21][N+:22]([O-:24])=[O:23])[CH2:14][CH2:13][CH2:12][CH2:11][OH:10])=[O:19]. The catalyst class is: 84. (2) Reactant: [CH2:1]([O:3][C:4]1[C:5]([I:15])=[CH:6][C:7]([F:14])=[C:8]([CH:13]=1)[C:9]([O:11]C)=[O:10])[CH3:2].O.[OH-].[Li+].CO.Cl. Product: [CH2:1]([O:3][C:4]1[C:5]([I:15])=[CH:6][C:7]([F:14])=[C:8]([CH:13]=1)[C:9]([OH:11])=[O:10])[CH3:2]. The catalyst class is: 90. (3) Reactant: COC1C(OC)=C(C=CC=1)C([O:19][C@@H:20]1[C@@H:24]([CH2:25][OH:26])[O:23][C@@H:22]([N:27]2[CH:35]=[C:33]([CH3:34])[C:31](=[O:32])[N:30]([CH2:36][O:37][CH2:38][CH:39]([C:41]3[CH:46]=CC=C[C:42]=3[N+:47]([O-:49])=[O:48])[CH3:40])[C:28]2=[O:29])[CH2:21]1)(C1C=CC=CC=1)C1C=CC=CC=1.[CH:55](N(C(C)C)CC)([CH3:57])[CH3:56].C(CC[N:68](Cl)[P:69](NC(C)C)(NC(C)C)=[O:70])#N. Product: [P:69]([O:26][CH2:25][C@H:24]1[O:23][C@@H:22]([N:27]2[CH:35]=[C:33]([CH3:34])[C:31](=[O:32])[N:30]([CH2:36][O:37][CH2:38][CH:39]([C:41]3[CH:46]=[CH:57][CH:55]=[CH:56][C:42]=3[N+:47]([O-:49])=[O:48])[CH3:40])[C:28]2=[O:29])[CH2:21][C@@H:20]1[OH:19])([NH2:68])[OH:70]. The catalyst class is: 10. (4) Reactant: [C:1]([O:5][C:6]([NH:8][CH2:9][C@H:10]1[CH2:15][CH2:14][C@H:13]([C:16]([NH:18][C@H:19]([C:37](=[O:50])[NH:38][C:39]2[CH:44]=[CH:43][C:42]([C:45]3[N:46]=[N:47][NH:48][N:49]=3)=[CH:41][CH:40]=2)[CH2:20][C:21]2[CH:26]=[CH:25][C:24]([C:27]3[CH:32]=[CH:31][C:30]([C:33]([OH:35])=O)=[CH:29][C:28]=3[CH3:36])=[CH:23][CH:22]=2)=[O:17])[CH2:12][CH2:11]1)=[O:7])([CH3:4])([CH3:3])[CH3:2].CN.F[P-](F)(F)(F)(F)F.[CH3:60][N:61](C(ON1C2=NC=CC=C2N=N1)=[N+](C)C)C.C(N(CC)C(C)C)(C)C. Product: [CH3:36][C:28]1[CH:29]=[C:30]([C:33](=[O:35])[NH:61][CH3:60])[CH:31]=[CH:32][C:27]=1[C:24]1[CH:23]=[CH:22][C:21]([CH2:20][C@H:19]([NH:18][C:16]([C@H:13]2[CH2:14][CH2:15][C@H:10]([CH2:9][NH:8][C:6](=[O:7])[O:5][C:1]([CH3:2])([CH3:4])[CH3:3])[CH2:11][CH2:12]2)=[O:17])[C:37](=[O:50])[NH:38][C:39]2[CH:44]=[CH:43][C:42]([C:45]3[N:46]=[N:47][NH:48][N:49]=3)=[CH:41][CH:40]=2)=[CH:26][CH:25]=1. The catalyst class is: 7. (5) Reactant: C(Cl)(=O)C(Cl)=O.CS(C)=O.[C:11]([Si:15]([CH3:30])([CH3:29])[O:16][CH2:17][CH:18]([OH:28])[CH2:19][NH:20][C:21](=[O:27])[O:22][C:23]([CH3:26])([CH3:25])[CH3:24])([CH3:14])([CH3:13])[CH3:12].C(N(CC)CC)C. Product: [Si:15]([O:16][CH2:17][C:18](=[O:28])[CH2:19][NH:20][C:21](=[O:27])[O:22][C:23]([CH3:26])([CH3:25])[CH3:24])([C:11]([CH3:14])([CH3:13])[CH3:12])([CH3:30])[CH3:29]. The catalyst class is: 2.